This data is from Full USPTO retrosynthesis dataset with 1.9M reactions from patents (1976-2016). The task is: Predict the reactants needed to synthesize the given product. (1) The reactants are: [F:1][C:2]1[C:7]([CH3:8])=[CH:6][CH:5]=[CH:4][C:3]=1[C:9]1[CH:10]=[C:11]([N+:22]([O-])=O)[C:12](=[O:21])[N:13]([CH2:16][C:17]([F:20])([F:19])[F:18])[C:14]=1[CH3:15].Cl.[H][H]. Given the product [NH2:22][C@H:11]1[CH2:10][C@@H:9]([C:3]2[CH:4]=[CH:5][CH:6]=[C:7]([CH3:8])[C:2]=2[F:1])[C@@H:14]([CH3:15])[N:13]([CH2:16][C:17]([F:19])([F:18])[F:20])[C:12]1=[O:21], predict the reactants needed to synthesize it. (2) Given the product [Br:18][CH:9]([C:10]1[CH:11]=[CH:12][CH:13]=[CH:14][CH:15]=1)[CH2:8][CH2:7][O:6][Si:5]([C:1]([CH3:3])([CH3:2])[CH3:4])([CH3:17])[CH3:16], predict the reactants needed to synthesize it. The reactants are: [C:1]([Si:5]([CH3:17])([CH3:16])[O:6][CH2:7][CH2:8][CH2:9][C:10]1[CH:15]=[CH:14][CH:13]=[CH:12][CH:11]=1)([CH3:4])([CH3:3])[CH3:2].[Br:18]N1C(=O)CCC1=O.C(OOC(=O)C1C=CC=CC=1)(=O)C1C=CC=CC=1. (3) Given the product [Br:20][CH2:23][C:24]1[CH:25]=[C:26]([N:30]([CH2:36][C:37]2[CH:38]=[N:39][CH:40]=[CH:41][CH:42]=2)[S:31]([CH2:34][CH3:35])(=[O:33])=[O:32])[CH:27]=[CH:28][CH:29]=1, predict the reactants needed to synthesize it. The reactants are: C1(P(C2C=CC=CC=2)C2C=CC=CC=2)C=CC=CC=1.[Br:20]Br.O[CH2:23][C:24]1[CH:25]=[C:26]([N:30]([CH2:36][C:37]2[CH:38]=[N:39][CH:40]=[CH:41][CH:42]=2)[S:31]([CH2:34][CH3:35])(=[O:33])=[O:32])[CH:27]=[CH:28][CH:29]=1.